Dataset: Catalyst prediction with 721,799 reactions and 888 catalyst types from USPTO. Task: Predict which catalyst facilitates the given reaction. (1) Reactant: [NH2:1][C:2]1[CH:3]=[C:4]([C:8]([C:10]2[C:14]3[CH:15]=[N:16][CH:17]=[C:18]([F:19])[C:13]=3[N:12]([C:20]([CH3:31])([CH3:30])[CH2:21][O:22][Si:23]([C:26]([CH3:29])([CH3:28])[CH3:27])([CH3:25])[CH3:24])[CH:11]=2)=[O:9])[CH:5]=[N:6][CH:7]=1.[F:32][C:33]([F:45])([F:44])[C:34]1[CH:35]=[C:36]([CH2:40][C:41](O)=[O:42])[CH:37]=[CH:38][CH:39]=1.CCN(C(C)C)C(C)C.C(P1(=O)OP(CCC)(=O)OP(CCC)(=O)O1)CC. Product: [C:26]([Si:23]([CH3:24])([CH3:25])[O:22][CH2:21][C:20]([N:12]1[C:13]2[C:18]([F:19])=[CH:17][N:16]=[CH:15][C:14]=2[C:10]([C:8]([C:4]2[CH:3]=[C:2]([NH:1][C:41](=[O:42])[CH2:40][C:36]3[CH:37]=[CH:38][CH:39]=[C:34]([C:33]([F:44])([F:32])[F:45])[CH:35]=3)[CH:7]=[N:6][CH:5]=2)=[O:9])=[CH:11]1)([CH3:31])[CH3:30])([CH3:29])([CH3:28])[CH3:27]. The catalyst class is: 1. (2) Reactant: [Br:1][C:2]1[CH:3]=[CH:4][C:5]([CH2:21][OH:22])=[C:6]([NH:8][S:9]([C:12]2[CH:17]=[C:16]([Cl:18])[CH:15]=[CH:14][C:13]=2[O:19][CH3:20])(=[O:11])=[O:10])[CH:7]=1.O.[C:24]1(C)C=CC(S(O)(=O)=O)=CC=1.C(OCOCC)C. Product: [Br:1][C:2]1[CH:3]=[CH:4][C:5]2[CH2:21][O:22][CH2:24][N:8]([S:9]([C:12]3[CH:17]=[C:16]([Cl:18])[CH:15]=[CH:14][C:13]=3[O:19][CH3:20])(=[O:11])=[O:10])[C:6]=2[CH:7]=1. The catalyst class is: 194. (3) Reactant: [NH2:1][C:2]1[N:6]([C:7]2[CH:12]=[C:11]([S:13][CH2:14][C:15]([F:18])([F:17])[F:16])[C:10]([CH3:19])=[CH:9][C:8]=2[F:20])[N:5]=[C:4]([O:21][C:22]([F:30])([F:29])[CH:23]([F:28])[C:24]([F:27])([F:26])[F:25])[CH:3]=1.[Cl:31]N1C(=O)CCC1=O. Product: [NH2:1][C:2]1[N:6]([C:7]2[CH:12]=[C:11]([S:13][CH2:14][C:15]([F:17])([F:18])[F:16])[C:10]([CH3:19])=[CH:9][C:8]=2[F:20])[N:5]=[C:4]([O:21][C:22]([F:29])([F:30])[CH:23]([F:28])[C:24]([F:25])([F:26])[F:27])[C:3]=1[Cl:31]. The catalyst class is: 10. (4) Reactant: [Br:1][C:2]1[CH:3]=[C:4]([CH:9]=[CH:10][C:11]=1I)[C:5]([O:7][CH3:8])=[O:6].C([O-])([O-])=O.[K+].[K+].CC1(C)COB([C:26]2[N:30]([CH3:31])[N:29]=[CH:28][CH:27]=2)OC1. Product: [Br:1][C:2]1[CH:3]=[C:4]([CH:9]=[CH:10][C:11]=1[C:26]1[N:30]([CH3:31])[N:29]=[CH:28][CH:27]=1)[C:5]([O:7][CH3:8])=[O:6]. The catalyst class is: 70.